Dataset: Full USPTO retrosynthesis dataset with 1.9M reactions from patents (1976-2016). Task: Predict the reactants needed to synthesize the given product. (1) The reactants are: [NH2:1][C@H:2]([CH2:32][C:33]1[CH:38]=[CH:37][CH:36]=[CH:35][CH:34]=1)[C:3]([N:5]1[CH2:10][CH2:9][CH:8]([N:11]2[C:16](=[O:17])[C:15]([CH2:20][CH3:21])([CH2:18][CH3:19])[CH2:14][C:13]([C:22]3[CH:27]=[CH:26][C:25]([O:28][CH3:29])=[C:24]([O:30][CH3:31])[CH:23]=3)=[N:12]2)[CH2:7][CH2:6]1)=[O:4].[CH:39]1([CH2:42][O:43][C:44]2[CH:52]=[CH:51][C:47]3[O:48][CH2:49][O:50][C:46]=3[C:45]=2[C:53]2[C:54]3[NH:61][CH:60]=[C:59]([C:62](O)=[O:63])[C:55]=3[N:56]=[CH:57][N:58]=2)[CH2:41][CH2:40]1.CCOC(C(C#N)=NOC(N1CCOCC1)=[N+](C)C)=O.F[P-](F)(F)(F)(F)F.CCN(C(C)C)C(C)C. Given the product [CH:39]1([CH2:42][O:43][C:44]2[CH:52]=[CH:51][C:47]3[O:48][CH2:49][O:50][C:46]=3[C:45]=2[C:53]2[C:54]3[NH:61][CH:60]=[C:59]([C:62]([NH:1][C@H:2]([CH2:32][C:33]4[CH:38]=[CH:37][CH:36]=[CH:35][CH:34]=4)[C:3]([N:5]4[CH2:6][CH2:7][CH:8]([N:11]5[C:16](=[O:17])[C:15]([CH2:20][CH3:21])([CH2:18][CH3:19])[CH2:14][C:13]([C:22]6[CH:27]=[CH:26][C:25]([O:28][CH3:29])=[C:24]([O:30][CH3:31])[CH:23]=6)=[N:12]5)[CH2:9][CH2:10]4)=[O:4])=[O:63])[C:55]=3[N:56]=[CH:57][N:58]=2)[CH2:40][CH2:41]1, predict the reactants needed to synthesize it. (2) Given the product [NH2:8][C:9]1[N:10]=[C:11]([S:35][CH2:37][C:38]([NH2:40])=[O:39])[C:12]([C:33]#[N:34])=[C:13]([C:17]2[CH:18]=[CH:19][C:20]([S:23]([N:26]3[CH2:31][CH2:30][N:29]([CH3:32])[CH2:28][CH2:27]3)(=[O:25])=[O:24])=[CH:21][CH:22]=2)[C:14]=1[C:15]#[N:16], predict the reactants needed to synthesize it. The reactants are: C[NH+]1CCOCC1.[NH2:8][C:9]1[C:14]([C:15]#[N:16])=[C:13]([C:17]2[CH:22]=[CH:21][C:20]([S:23]([N:26]3[CH2:31][CH2:30][N:29]([CH3:32])[CH2:28][CH2:27]3)(=[O:25])=[O:24])=[CH:19][CH:18]=2)[C:12]([C:33]#[N:34])=[C:11]([SH:35])[N:10]=1.Br[CH2:37][C:38]([NH2:40])=[O:39].C([O-])(O)=O.[Na+]. (3) Given the product [C:11]([C:7]1[CH:8]=[CH:9][CH:10]=[C:5]([S:2]([CH3:1])(=[O:3])=[O:4])[CH:6]=1)#[CH:12], predict the reactants needed to synthesize it. The reactants are: [CH3:1][S:2]([C:5]1[CH:6]=[C:7]([C:11]#[C:12][Si](C)(C)C)[CH:8]=[CH:9][CH:10]=1)(=[O:4])=[O:3].C([O-])([O-])=O.[K+].[K+]. (4) Given the product [NH2:1][C:2]1[N:7]=[CH:6][N:5]=[C:4]([NH:8][C@H:9]([C:11]2[N:16]([C:17]3[CH:22]=[CH:21][CH:20]=[CH:19][CH:18]=3)[C:15](=[O:23])[C:14]3=[C:24]([CH3:27])[CH:25]=[CH:26][N:13]3[N:12]=2)[CH3:10])[C:3]=1[C:46]1[CH:47]=[C:48]2[C:43]([CH:42]=[N:41][N:40]2[S:37]([C:34]2[CH:35]=[CH:36][C:31]([O:30][CH3:29])=[CH:32][CH:33]=2)(=[O:39])=[O:38])=[CH:44][CH:45]=1, predict the reactants needed to synthesize it. The reactants are: [NH2:1][C:2]1[N:7]=[CH:6][N:5]=[C:4]([NH:8][C@H:9]([C:11]2[N:16]([C:17]3[CH:22]=[CH:21][CH:20]=[CH:19][CH:18]=3)[C:15](=[O:23])[C:14]3=[C:24]([CH3:27])[CH:25]=[CH:26][N:13]3[N:12]=2)[CH3:10])[C:3]=1Br.[CH3:29][O:30][C:31]1[CH:36]=[CH:35][C:34]([S:37]([N:40]2[C:48]3[C:43](=[CH:44][CH:45]=[C:46](B4OC(C)(C)C(C)(C)O4)[CH:47]=3)[CH:42]=[N:41]2)(=[O:39])=[O:38])=[CH:33][CH:32]=1.C(=O)([O-])[O-].[Cs+].[Cs+].